Dataset: Full USPTO retrosynthesis dataset with 1.9M reactions from patents (1976-2016). Task: Predict the reactants needed to synthesize the given product. (1) Given the product [CH3:16][S:17]([O:8][CH:1]1[CH2:7][CH2:6][CH2:5][CH2:4][CH:3]=[CH:2]1)(=[O:19])=[O:18], predict the reactants needed to synthesize it. The reactants are: [CH:1]1([OH:8])[CH2:7][CH2:6][CH2:5][CH2:4][CH:3]=[CH:2]1.C(N(CC)CC)C.[CH3:16][S:17](Cl)(=[O:19])=[O:18]. (2) Given the product [Cl:34][C:29]1[CH:28]=[C:27]([CH:32]=[CH:31][C:30]=1[Cl:33])[O:26][CH2:25][C:23]1[C:22]([CH2:35][CH2:36][CH3:37])=[CH:21][C:20]2[C:16]([NH2:8])=[N:17][O:18][C:19]=2[CH:24]=1, predict the reactants needed to synthesize it. The reactants are: C(OC([N:8]([C:16]1[C:20]2[CH:21]=[C:22]([CH2:35][CH2:36][CH3:37])[C:23]([CH2:25][O:26][C:27]3[CH:32]=[CH:31][C:30]([Cl:33])=[C:29]([Cl:34])[CH:28]=3)=[CH:24][C:19]=2[O:18][N:17]=1)C(=O)OC(C)(C)C)=O)(C)(C)C.FC(F)(F)C(O)=O. (3) Given the product [Cl:21][C:22]1[CH:23]=[CH:24][C:25]([C:28]2([CH2:34][NH:35][C:18]([C:4]3[NH:5][C:6]([CH:7]=[C:8]4[C:16]5[C:11](=[CH:12][CH:13]=[CH:14][CH:15]=5)[NH:10][C:9]4=[O:17])=[C:2]([CH3:1])[CH:3]=3)=[O:20])[CH2:29][CH2:30]2)=[CH:26][CH:27]=1, predict the reactants needed to synthesize it. The reactants are: [CH3:1][C:2]1[CH:3]=[C:4]([C:18]([OH:20])=O)[NH:5][C:6]=1[CH:7]=[C:8]1[C:16]2[C:11](=[CH:12][CH:13]=[CH:14][CH:15]=2)[NH:10][C:9]1=[O:17].[Cl:21][C:22]1[CH:27]=[CH:26][C:25]([C:28]2(NC)[CH2:30][CH2:29]2)=[CH:24][CH:23]=1.C[CH2:34][N:35](CC)CC. (4) Given the product [CH3:1][O:2][C:3](=[O:27])[CH2:4][C:5]1[CH:10]=[CH:9][CH:8]=[C:7]([O:11][C:12]2[CH:17]=[CH:16][C:15]([C:18]([F:19])([F:21])[F:20])=[CH:14][C:13]=2[CH:22]=[O:23])[CH:6]=1, predict the reactants needed to synthesize it. The reactants are: [CH3:1][O:2][C:3](=[O:27])[CH2:4][C:5]1[CH:10]=[CH:9][CH:8]=[C:7]([O:11][C:12]2[CH:17]=[CH:16][C:15]([C:18]([F:21])([F:20])[F:19])=[CH:14][C:13]=2[CH:22](OC)[O:23]C)[CH:6]=1.Cl.CCOC(C)=O.O. (5) Given the product [CH:1]([C:3]1[CH:15]=[CH:14][C:6]([O:7][CH2:8][C:9]([OH:11])=[O:10])=[CH:5][CH:4]=1)=[O:2], predict the reactants needed to synthesize it. The reactants are: [CH:1]([C:3]1[CH:15]=[CH:14][C:6]([O:7][CH2:8][C:9]([O:11]CC)=[O:10])=[CH:5][CH:4]=1)=[O:2].C(C1C=C(C=CC=1)OCC(O)=O)=O. (6) Given the product [OH:1][C:2]1[CH:7]=[CH:6][C:5]([N:8]2[C:16](=[O:17])[C:15]3[C@@H:14]4[C:18]([CH3:20])([CH3:19])[C@@:11]([CH3:21])([CH2:12][CH2:13]4)[C:10]=3[N:9]2[CH3:23])=[CH:4][CH:3]=1, predict the reactants needed to synthesize it. The reactants are: [OH:1][C:2]1[CH:7]=[CH:6][C:5]([N:8]2[C:16](=[O:17])[C:15]3[C@@H:14]4[C:18]([CH3:20])([CH3:19])[C@@:11]([CH3:21])([CH2:12][CH2:13]4)[C:10]=3[NH:9]2)=[CH:4][CH:3]=1.I[CH3:23]. (7) Given the product [OH:2][C:3]1[CH:10]=[CH:9][C:8]([O:11][C:12]([F:13])([F:14])[F:15])=[CH:7][C:4]=1[CH:5]=[O:6], predict the reactants needed to synthesize it. The reactants are: C[O:2][C:3]1[CH:10]=[CH:9][C:8]([O:11][C:12]([F:15])([F:14])[F:13])=[CH:7][C:4]=1[CH:5]=[O:6].B(Br)(Br)Br.C(=O)=O.CC(C)=O.C(=O)(O)[O-].[Na+].